From a dataset of CYP2C9 inhibition data for predicting drug metabolism from PubChem BioAssay. Regression/Classification. Given a drug SMILES string, predict its absorption, distribution, metabolism, or excretion properties. Task type varies by dataset: regression for continuous measurements (e.g., permeability, clearance, half-life) or binary classification for categorical outcomes (e.g., BBB penetration, CYP inhibition). Dataset: cyp2c9_veith. (1) The result is 1 (inhibitor). The compound is O=C(CSc1ccccn1)Nc1nc2ccc(Br)cc2s1. (2) The compound is CCOC(=O)C1=C(C)NC(=O)NC1c1ccoc1. The result is 1 (inhibitor). (3) The compound is COc1ccc(-n2c(-c3ccccc3)nc(=S)c3c2CCCC3)cc1. The result is 0 (non-inhibitor). (4) The compound is CN(C)CCCOc1nn(Cc2ccccc2)c2ccccc12. The result is 0 (non-inhibitor).